The task is: Predict the reaction yield, written as a fraction of the theoretical maximum amount of product (1.0 means a 100% yield; for example, 0.34 means a 34% yield).. This data is from Reaction yield outcomes from USPTO patents with 853,638 reactions. (1) The reactants are I[C:2]1[C:10]2[C:5](=[N:6][CH:7]=[C:8]([C:11]3C=C[CH:14]=[CH:13][CH:12]=3)[CH:9]=2)[N:4]([S:17]([C:20]2[CH:25]=[CH:24][C:23]([CH3:26])=[CH:22][CH:21]=2)(=[O:19])=[O:18])[CH:3]=1.[C:27]([NH2:31])(=[O:30])[CH:28]=[CH2:29].C1(C)C=CC=CC=1P(C1C=CC=CC=1C)C1C=CC=CC=1C.[CH2:54]([N:56](CC)CC)C. The catalyst is CN(C)C=O.C([O-])(=O)C.[Pd+2].C([O-])(=O)C. The product is [N:56]1[CH:54]=[CH:14][CH:13]=[CH:12][C:11]=1[C:8]1[CH:9]=[C:10]2[C:2]([CH:29]=[CH:28][C:27]([NH2:31])=[O:30])=[CH:3][N:4]([S:17]([C:20]3[CH:25]=[CH:24][C:23]([CH3:26])=[CH:22][CH:21]=3)(=[O:19])=[O:18])[C:5]2=[N:6][CH:7]=1. The yield is 0.570. (2) The reactants are [Br:1][C:2]1[CH:10]=[CH:9][C:5]([C:6](O)=[O:7])=[C:4]([CH3:11])[CH:3]=1.Cl.C(N=C=NCCCN(C)C)C.C(N(CC)CC)C.Cl.[CH3:32][NH:33][O:34][CH3:35]. The catalyst is C(Cl)Cl.C(OCC)(=O)C. The product is [Br:1][C:2]1[CH:10]=[CH:9][C:5]([C:6]([N:33]([O:34][CH3:35])[CH3:32])=[O:7])=[C:4]([CH3:11])[CH:3]=1. The yield is 0.740. (3) The reactants are [CH3:1][O:2][C:3]1[CH:4]=[C:5]([N:11]2[CH:15]=[C:14]([C:16](OC)=[O:17])[C:13]([CH3:20])=[N:12]2)[CH:6]=[C:7]([O:9][CH3:10])[CH:8]=1.[H-].[Al+3].[Li+].[H-].[H-].[H-]. The catalyst is O1CCCC1.C1(C)C=CC=CC=1.[O-2].[O-2].[Mn+4]. The product is [CH3:10][O:9][C:7]1[CH:6]=[C:5]([N:11]2[CH:15]=[C:14]([CH:16]=[O:17])[C:13]([CH3:20])=[N:12]2)[CH:4]=[C:3]([O:2][CH3:1])[CH:8]=1. The yield is 0.740.